Dataset: Full USPTO retrosynthesis dataset with 1.9M reactions from patents (1976-2016). Task: Predict the reactants needed to synthesize the given product. (1) Given the product [CH:1]1([CH2:6][C@H:7]([CH2:30][N:31]([CH:40]=[O:41])[OH:32])[C:8]([NH:10][NH:11][C:12]2[N:17]=[C:16]([O:18][CH3:19])[N:15]=[C:14]([NH:20][C@@H:21]([CH2:27][CH3:28])[C:22]([N:24]([CH3:26])[CH3:25])=[O:23])[C:13]=2[F:29])=[O:9])[CH2:5][CH2:4][CH2:3][CH2:2]1, predict the reactants needed to synthesize it. The reactants are: [CH:1]1([CH2:6][C@H:7]([CH2:30][N:31]([CH:40]=[O:41])[O:32]CC2C=CC=CC=2)[C:8]([NH:10][NH:11][C:12]2[N:17]=[C:16]([O:18][CH3:19])[N:15]=[C:14]([NH:20][C@@H:21]([CH2:27][CH3:28])[C:22]([N:24]([CH3:26])[CH3:25])=[O:23])[C:13]=2[F:29])=[O:9])[CH2:5][CH2:4][CH2:3][CH2:2]1. (2) Given the product [CH2:21]([O:20][C:18](=[O:19])[CH:17]([NH:23][C:4](=[O:5])[C:3]1[CH:7]=[C:8]([F:11])[CH:9]=[CH:10][C:2]=1[Cl:1])[C:16]([O:15][CH2:13][CH3:14])=[O:24])[CH3:22], predict the reactants needed to synthesize it. The reactants are: [Cl:1][C:2]1[CH:10]=[CH:9][C:8]([F:11])=[CH:7][C:3]=1[C:4](Cl)=[O:5].Cl.[CH2:13]([O:15][C:16](=[O:24])[CH:17]([NH2:23])[C:18]([O:20][CH2:21][CH3:22])=[O:19])[CH3:14].C(N(CC)CC)C.O.